This data is from Forward reaction prediction with 1.9M reactions from USPTO patents (1976-2016). The task is: Predict the product of the given reaction. (1) Given the reactants [Cl:1][C:2]1[CH:7]=[CH:6][C:5]([C:8]2([C@@H:12]([NH2:17])[CH2:13][CH:14]([CH3:16])[CH3:15])[CH2:11][CH2:10][CH2:9]2)=[CH:4][CH:3]=1.[C:18]([NH:25][C@H:26]([C:31](O)=[O:32])[C@H:27]([CH2:29][CH3:30])[CH3:28])([O:20][C:21]([CH3:24])([CH3:23])[CH3:22])=[O:19], predict the reaction product. The product is: [C:18]([NH:25][C@@H:26]([C@@H:27]([CH3:28])[CH2:29][CH3:30])[C:31]([NH:17][C@H:12]([C:8]1([C:5]2[CH:4]=[CH:3][C:2]([Cl:1])=[CH:7][CH:6]=2)[CH2:11][CH2:10][CH2:9]1)[CH2:13][CH:14]([CH3:15])[CH3:16])=[O:32])([O:20][C:21]([CH3:22])([CH3:23])[CH3:24])=[O:19]. (2) Given the reactants [NH4+:1].[OH-].[Br:3][C:4]1[CH:5]=[C:6]([S:11](Cl)(=[O:13])=[O:12])[CH:7]=[C:8]([F:10])[CH:9]=1.O, predict the reaction product. The product is: [Br:3][C:4]1[CH:5]=[C:6]([S:11]([NH2:1])(=[O:13])=[O:12])[CH:7]=[C:8]([F:10])[CH:9]=1. (3) The product is: [Cl:1][C:2]1[C:3]([C:23]([NH:32][C:30]2[O:29][N:28]=[C:27]([CH3:26])[CH:31]=2)=[O:25])=[CH:4][C:5]2[N:6]([C:8]([S:14]([N:17]3[CH2:20][C:19]([F:22])([F:21])[CH2:18]3)(=[O:15])=[O:16])=[C:9]([CH:11]([CH3:13])[CH3:12])[N:10]=2)[CH:7]=1. Given the reactants [Cl:1][C:2]1[C:3]([C:23]([OH:25])=O)=[CH:4][C:5]2[N:6]([C:8]([S:14]([N:17]3[CH2:20][C:19]([F:22])([F:21])[CH2:18]3)(=[O:16])=[O:15])=[C:9]([CH:11]([CH3:13])[CH3:12])[N:10]=2)[CH:7]=1.[CH3:26][C:27]1[CH:31]=[C:30]([NH2:32])[O:29][N:28]=1, predict the reaction product. (4) Given the reactants [NH2:1][CH2:2][C@@H:3]1[CH2:8][CH2:7][C@H:6]([NH:9][C:10](=[O:19])[C:11]2[CH:16]=[CH:15][C:14]([F:17])=[C:13]([F:18])[CH:12]=2)[CH2:5][CH2:4]1.Cl[C:21]1[N:26]=[CH:25][N:24]=[C:23]([N:27]([CH3:29])[CH3:28])[CH:22]=1.C([O-])(O)=O.[Na+], predict the reaction product. The product is: [CH3:28][N:27]([CH3:29])[C:23]1[N:24]=[CH:25][N:26]=[C:21]([NH:1][CH2:2][C@@H:3]2[CH2:8][CH2:7][C@H:6]([NH:9][C:10](=[O:19])[C:11]3[CH:16]=[CH:15][C:14]([F:17])=[C:13]([F:18])[CH:12]=3)[CH2:5][CH2:4]2)[CH:22]=1. (5) Given the reactants [Br:1][C:2]1[C:3]([NH:17][NH2:18])=[N:4][C:5]([NH:8][C:9]2[CH:14]=[CH:13][C:12](F)=[C:11](Cl)[CH:10]=2)=[N:6][CH:7]=1.[F:19][CH:20]([F:27])[C:21](=O)[CH2:22][C:23](=O)[CH3:24].[C:28]([OH:31])(=O)C.[CH2:32]([OH:36])CCC, predict the reaction product. The product is: [Br:1][C:2]1[C:3]([N:17]2[C:21]([CH:20]([F:27])[F:19])=[CH:22][C:23]([CH3:24])=[N:18]2)=[N:4][C:5]([NH:8][C:9]2[CH:14]=[C:13]([O:36][CH3:32])[CH:12]=[C:11]([O:31][CH3:28])[CH:10]=2)=[N:6][CH:7]=1. (6) Given the reactants C(OC([N:8]1[CH2:27][CH2:26][CH2:25][C:10]2([N:13]([C:14]([O:16][CH2:17][C:18]3[CH:23]=[CH:22][CH:21]=[CH:20][CH:19]=3)=[O:15])[CH2:12][CH:11]2[CH3:24])[CH2:9]1)=O)(C)(C)C.FC(F)(F)C(O)=O.C(Cl)(Cl)Cl.[OH-].[Na+], predict the reaction product. The product is: [CH2:17]([O:16][C:14]([N:13]1[C:10]2([CH2:25][CH2:26][CH2:27][NH:8][CH2:9]2)[CH:11]([CH3:24])[CH2:12]1)=[O:15])[C:18]1[CH:19]=[CH:20][CH:21]=[CH:22][CH:23]=1. (7) Given the reactants [C:1]([NH:4][CH:5]1[CH2:10][CH2:9][NH:8][CH2:7][CH2:6]1)(=[O:3])[CH3:2].C([O-])([O-])=O.[K+].[K+].Cl[CH2:18][C:19]1[C:23]2[CH:24]=[CH:25][C:26]([O:28]C(=O)C)=[CH:27][C:22]=2[O:21][CH:20]=1, predict the reaction product. The product is: [OH:28][C:26]1[CH:25]=[CH:24][C:23]2[C:19]([CH2:18][N:8]3[CH2:9][CH2:10][CH:5]([NH:4][C:1](=[O:3])[CH3:2])[CH2:6][CH2:7]3)=[CH:20][O:21][C:22]=2[CH:27]=1.